The task is: Predict the reaction yield, written as a fraction of the theoretical maximum amount of product (1.0 means a 100% yield; for example, 0.34 means a 34% yield).. This data is from Reaction yield outcomes from USPTO patents with 853,638 reactions. (1) The catalyst is CO. The reactants are C[O-].[Na+].[NH2:4][C:5]1[N:10]=[C:9]([CH:11]2[CH2:13][CH2:12]2)[N:8]=[C:7]([C:14]([O:16][CH2:17]C)=[O:15])[C:6]=1[Cl:19].Cl.[Cl-].[NH4+]. The product is [NH2:4][C:5]1[N:10]=[C:9]([CH:11]2[CH2:13][CH2:12]2)[N:8]=[C:7]([C:14]([O:16][CH3:17])=[O:15])[C:6]=1[Cl:19]. The yield is 0.920. (2) The reactants are Cl[C:2]1[N:6]=[C:5]([O:7][C:8]2[CH:9]=[C:10]([CH3:22])[C:11]3[CH:15]([CH2:16][C:17]([OH:19])=[O:18])[O:14][B:13]([OH:20])[C:12]=3[CH:21]=2)[S:4][N:3]=1.[Li+].C[Si]([N-:28][Si](C)(C)C)(C)C.Cl. The catalyst is C1COCC1.O. The product is [NH2:28][C:2]1[N:6]=[C:5]([O:7][C:8]2[CH:9]=[C:10]([CH3:22])[C:11]3[CH:15]([CH2:16][C:17]([OH:19])=[O:18])[O:14][B:13]([OH:20])[C:12]=3[CH:21]=2)[S:4][N:3]=1. The yield is 0.400. (3) The reactants are [Br:1][C:2]1[CH:3]=[CH:4][C:5]2[C:10](=[O:11])O[C:8](=[O:12])[N:7]([CH3:13])[C:6]=2[CH:14]=1.[H-].[Na+].CN(C=O)C.BrC1C=C[C:26]2[C:31](=[O:32])[O:30][C:29](=O)NC=2C=1.IC. The catalyst is O. The product is [Br:1][C:2]1[CH:14]=[C:6]2[C:5]([C:10]([OH:11])=[C:26]([C:31]([O:30][CH3:29])=[O:32])[C:8](=[O:12])[N:7]2[CH3:13])=[CH:4][CH:3]=1. The yield is 0.740.